Regression/Classification. Given a drug SMILES string, predict its absorption, distribution, metabolism, or excretion properties. Task type varies by dataset: regression for continuous measurements (e.g., permeability, clearance, half-life) or binary classification for categorical outcomes (e.g., BBB penetration, CYP inhibition). Dataset: cyp2d6_veith. From a dataset of CYP2D6 inhibition data for predicting drug metabolism from PubChem BioAssay. (1) The drug is COC(=O)CSc1nc(C)cc(C(F)(F)F)c1C#N. The result is 0 (non-inhibitor). (2) The molecule is CN(C)c1cc[n+](CC(=O)Nc2cc(C(F)(F)F)ccc2Cl)cc1.[Cl-]. The result is 1 (inhibitor). (3) The compound is COc1ccccc1-c1nnc2n1N=C(c1ccc(O)c(O)c1)CS2. The result is 0 (non-inhibitor). (4) The result is 0 (non-inhibitor). The molecule is CC(=O)CC(=O)[C@@]1(O)CC[C@@H]2[C@@H]3C=C(C)C4=CC(=O)CC[C@@H]4[C@H]3CC[C@]21C.